Binary Classification. Given a drug SMILES string, predict its activity (active/inactive) in a high-throughput screening assay against a specified biological target. From a dataset of Cav3 T-type calcium channel HTS with 100,875 compounds. (1) The molecule is o1c(N2CCCCCC2)c(nc1c1c(OC)cccc1)C#N. The result is 0 (inactive). (2) The drug is O(CCOC(=O)Nc1ccccc1)c1ccccc1. The result is 0 (inactive). (3) The drug is o1c(c2nc3n(c2NC2CCCCC2)cccn3)ccc1C. The result is 0 (inactive). (4) The molecule is S(CC(=O)c1c(n(C(COC)C)c(c1)C)C)c1[nH]c2c(c(=O)n1)cccc2. The result is 0 (inactive). (5) The result is 0 (inactive). The drug is S=C1N(C(=O)/C(=C\N2CCN(CC2)C(=O)c2occc2)C(=O)N1)c1cc(ccc1)C.